Dataset: NCI-60 drug combinations with 297,098 pairs across 59 cell lines. Task: Regression. Given two drug SMILES strings and cell line genomic features, predict the synergy score measuring deviation from expected non-interaction effect. (1) Drug 1: CN1CCC(CC1)COC2=C(C=C3C(=C2)N=CN=C3NC4=C(C=C(C=C4)Br)F)OC. Drug 2: CC1=CC=C(C=C1)C2=CC(=NN2C3=CC=C(C=C3)S(=O)(=O)N)C(F)(F)F. Cell line: MALME-3M. Synergy scores: CSS=4.44, Synergy_ZIP=0.696, Synergy_Bliss=6.69, Synergy_Loewe=-0.106, Synergy_HSA=3.62. (2) Drug 1: CC1=C(C=C(C=C1)NC2=NC=CC(=N2)N(C)C3=CC4=NN(C(=C4C=C3)C)C)S(=O)(=O)N.Cl. Drug 2: C1CN1P(=S)(N2CC2)N3CC3. Cell line: OVCAR-4. Synergy scores: CSS=5.68, Synergy_ZIP=-0.946, Synergy_Bliss=-1.31, Synergy_Loewe=-0.440, Synergy_HSA=-0.742. (3) Drug 1: CC1=CC=C(C=C1)C2=CC(=NN2C3=CC=C(C=C3)S(=O)(=O)N)C(F)(F)F. Drug 2: C1CN(P(=O)(OC1)NCCCl)CCCl. Cell line: OVCAR-8. Synergy scores: CSS=2.13, Synergy_ZIP=2.60, Synergy_Bliss=-2.29, Synergy_Loewe=-0.909, Synergy_HSA=-1.77. (4) Drug 1: CC1=C(C=C(C=C1)NC2=NC=CC(=N2)N(C)C3=CC4=NN(C(=C4C=C3)C)C)S(=O)(=O)N.Cl. Drug 2: CN(CCCl)CCCl.Cl. Cell line: UACC62. Synergy scores: CSS=10.9, Synergy_ZIP=-1.52, Synergy_Bliss=3.06, Synergy_Loewe=-3.96, Synergy_HSA=0.802. (5) Drug 1: CCC1(CC2CC(C3=C(CCN(C2)C1)C4=CC=CC=C4N3)(C5=C(C=C6C(=C5)C78CCN9C7C(C=CC9)(C(C(C8N6C=O)(C(=O)OC)O)OC(=O)C)CC)OC)C(=O)OC)O.OS(=O)(=O)O. Drug 2: CC1CCC2CC(C(=CC=CC=CC(CC(C(=O)C(C(C(=CC(C(=O)CC(OC(=O)C3CCCCN3C(=O)C(=O)C1(O2)O)C(C)CC4CCC(C(C4)OC)OCCO)C)C)O)OC)C)C)C)OC. Cell line: HCT-15. Synergy scores: CSS=-2.11, Synergy_ZIP=-1.09, Synergy_Bliss=-3.24, Synergy_Loewe=-6.78, Synergy_HSA=-5.74. (6) Drug 1: CC1C(C(CC(O1)OC2CC(CC3=C2C(=C4C(=C3O)C(=O)C5=C(C4=O)C(=CC=C5)OC)O)(C(=O)C)O)N)O.Cl. Drug 2: C1=NNC2=C1C(=O)NC=N2. Cell line: SK-MEL-5. Synergy scores: CSS=11.3, Synergy_ZIP=-3.08, Synergy_Bliss=5.12, Synergy_Loewe=-17.1, Synergy_HSA=-0.0598.